Predict the reactants needed to synthesize the given product. From a dataset of Full USPTO retrosynthesis dataset with 1.9M reactions from patents (1976-2016). (1) Given the product [Cl:1][C:9]1[C:5]([CH2:3][CH3:4])=[N:6][N:7]([CH3:15])[C:8]=1[C:10]([O:12][CH2:13][CH3:14])=[O:11], predict the reactants needed to synthesize it. The reactants are: [Cl:1]Cl.[CH2:3]([C:5]1[CH:9]=[C:8]([C:10]([O:12][CH2:13][CH3:14])=[O:11])[N:7]([CH3:15])[N:6]=1)[CH3:4]. (2) Given the product [C:12]([N:8]1[C:9]2[C:4](=[CH:3][C:2]([Br:1])=[CH:11][CH:10]=2)[N:5]([C:17]([O:19][C:20]2[CH:25]=[CH:24][CH:23]=[CH:22][CH:21]=2)=[O:18])[CH2:6][C@@H:7]1[CH3:15])(=[O:14])[CH3:13], predict the reactants needed to synthesize it. The reactants are: [Br:1][C:2]1[CH:3]=[C:4]2[C:9](=[CH:10][CH:11]=1)[N:8]([C:12](=[O:14])[CH3:13])[C@@H:7]([CH3:15])[CH2:6][NH:5]2.Cl[C:17]([O:19][C:20]1[CH:25]=[CH:24][CH:23]=[CH:22][CH:21]=1)=[O:18].C(N1C2C(=CC(Br)=CC=2)N(C(OC(C)C)=O)C[C@@H]1C)(=O)C. (3) Given the product [CH2:2]([N:9]1[CH2:10][CH:11]=[C:12]([CH:15]([OH:16])[CH:17]2[CH2:25][C:24]3[C:19](=[CH:20][C:21]([O:28][CH3:29])=[C:22]([O:26][CH3:27])[CH:23]=3)[C:18]2=[O:30])[CH2:13][CH2:14]1)[C:3]1[CH:4]=[CH:5][CH:6]=[CH:7][CH:8]=1, predict the reactants needed to synthesize it. The reactants are: [Br-].[CH2:2]([N+:9]1[CH:14]=[CH:13][C:12]([C:15]([CH:17]2[CH2:25][C:24]3[C:19](=[CH:20][C:21]([O:28][CH3:29])=[C:22]([O:26][CH3:27])[CH:23]=3)[C:18]2=[O:30])=[O:16])=[CH:11][CH:10]=1)[C:3]1[CH:8]=[CH:7][CH:6]=[CH:5][CH:4]=1.[BH4-].[Na+].[OH-].[K+].Cl.